Dataset: Full USPTO retrosynthesis dataset with 1.9M reactions from patents (1976-2016). Task: Predict the reactants needed to synthesize the given product. (1) Given the product [CH3:39][O:38][C:35]1[N:34]=[CH:33][C:32]([CH2:31][C:26]2[C:24](=[O:25])[N:23]=[C:1]([O:3][CH2:4][CH2:5][C:6]3[CH:7]=[CH:8][C:9]([O:12][C:13]4[CH:14]=[N:15][C:16]([C:19]([F:21])([F:22])[F:20])=[N:17][CH:18]=4)=[CH:10][CH:11]=3)[NH:2][CH:27]=2)=[CH:37][N:36]=1, predict the reactants needed to synthesize it. The reactants are: [C:1](=[NH:23])([O:3][CH2:4][CH2:5][C:6]1[CH:11]=[CH:10][C:9]([O:12][C:13]2[CH:14]=[N:15][C:16]([C:19]([F:22])([F:21])[F:20])=[N:17][CH:18]=2)=[CH:8][CH:7]=1)[NH2:2].[CH:24]([CH:26]([CH2:31][C:32]1[CH:33]=[N:34][C:35]([O:38][CH3:39])=[N:36][CH:37]=1)[C:27](OC)=O)=[O:25].C([O-])([O-])=O.[K+].[K+]. (2) Given the product [NH2:1][C:4]1[C:5]([F:23])=[C:6]([O:17][CH2:18][C:19]([F:21])([F:22])[F:20])[CH:7]=[C:8]([O:10][CH2:11][C:12]([F:15])([F:13])[F:14])[N:9]=1, predict the reactants needed to synthesize it. The reactants are: [N:1]([C:4]1[N:9]=[C:8]([O:10][CH2:11][C:12]([F:15])([F:14])[F:13])[C:7](Cl)=[C:6]([O:17][CH2:18][C:19]([F:22])([F:21])[F:20])[C:5]=1[F:23])=[N+]=[N-]. (3) Given the product [C:22]1([CH3:21])[CH:27]=[C:26]([CH3:28])[CH:25]=[C:24]([CH3:29])[C:23]=1[C:30]1[CH:31]=[N:1][C:2]2[C:3]([C:12]=1[C:14]1[CH:15]=[C:16]([OH:20])[CH:17]=[CH:18][CH:19]=1)=[CH:4][CH:5]=[CH:6][C:7]=2[C:8]([F:11])([F:10])[F:9], predict the reactants needed to synthesize it. The reactants are: [NH2:1][C:2]1[C:7]([C:8]([F:11])([F:10])[F:9])=[CH:6][CH:5]=[CH:4][C:3]=1[C:12]([C:14]1[CH:19]=[CH:18][CH:17]=[C:16]([OH:20])[CH:15]=1)=O.[CH3:21][C:22]1[CH:27]=[C:26]([CH3:28])[CH:25]=[C:24]([CH3:29])[C:23]=1[CH2:30][CH:31]=O. (4) Given the product [Cl:3][C:4]1[CH:9]=[C:8]([F:10])[C:7]([N:11]2[C:16](=[O:17])[CH:15]=[C:14]([C:18]([F:20])([F:21])[F:19])[N:13]([CH3:22])[C:12]2=[O:23])=[CH:6][C:5]=1[O:24][CH:28]([S:32][CH3:33])[C:29]([NH2:31])=[O:30], predict the reactants needed to synthesize it. The reactants are: [H-].[Na+].[Cl:3][C:4]1[CH:9]=[C:8]([F:10])[C:7]([N:11]2[C:16](=[O:17])[CH:15]=[C:14]([C:18]([F:21])([F:20])[F:19])[N:13]([CH3:22])[C:12]2=[O:23])=[CH:6][C:5]=1[OH:24].[I-].[Na+].Cl[CH:28]([S:32][CH3:33])[C:29]([NH2:31])=[O:30]. (5) Given the product [NH2:1][C:4]1[N:9]=[CH:8][C:7]([O:10][C:11]2[CH:12]=[C:13]([NH:17][C:18](=[O:24])[O:19][C:20]([CH3:22])([CH3:21])[CH3:23])[CH:14]=[CH:15][CH:16]=2)=[CH:6][CH:5]=1, predict the reactants needed to synthesize it. The reactants are: [N+:1]([C:4]1[N:9]=[CH:8][C:7]([O:10][C:11]2[CH:12]=[C:13]([NH:17][C:18](=[O:24])[O:19][C:20]([CH3:23])([CH3:22])[CH3:21])[CH:14]=[CH:15][CH:16]=2)=[CH:6][CH:5]=1)([O-])=O.[NH4+].[Cl-].O. (6) Given the product [Si:27]([O:44][CH2:45][C:46]1[N:47]=[C:48]([C:65]([C:66]2[CH:71]=[CH:70][CH:69]=[CH:68][N:67]=2)=[O:72])[C:49]([F:61])=[C:50]([Cl:60])[C:51]=1[N:52]1[CH2:57][C@H:56]([CH3:58])[O:55][C@H:54]([CH3:59])[CH2:53]1)([C:40]([CH3:43])([CH3:41])[CH3:42])([C:34]1[CH:39]=[CH:38][CH:37]=[CH:36][CH:35]=1)[C:28]1[CH:29]=[CH:30][CH:31]=[CH:32][CH:33]=1, predict the reactants needed to synthesize it. The reactants are: C(NC(C)C)(C)C.C([Li])CCC.CCCCCC.[Li+].CC([N-]C(C)C)C.[Si:27]([O:44][CH2:45][C:46]1[C:51]([N:52]2[CH2:57][C@H:56]([CH3:58])[O:55][C@H:54]([CH3:59])[CH2:53]2)=[C:50]([Cl:60])[C:49]([F:61])=[CH:48][N:47]=1)([C:40]([CH3:43])([CH3:42])[CH3:41])([C:34]1[CH:39]=[CH:38][CH:37]=[CH:36][CH:35]=1)[C:28]1[CH:33]=[CH:32][CH:31]=[CH:30][CH:29]=1.CON(C)[C:65](=[O:72])[C:66]1[CH:71]=[CH:70][CH:69]=[CH:68][N:67]=1. (7) Given the product [C:30]([O:29][C:27]([N:8]1[CH2:11][CH2:10][CH:9]1[OH:36])=[O:28])([CH3:31])([CH3:32])[CH3:33], predict the reactants needed to synthesize it. The reactants are: C1(C(C2C=CC=CC=2)[N:8]2[CH2:11][CH:10](O)[CH2:9]2)C=CC=CC=1.[C:27](O[C:27]([O:29][C:30]([CH3:33])([CH3:32])[CH3:31])=[O:28])([O:29][C:30]([CH3:33])([CH3:32])[CH3:31])=[O:28].C(OCC)(=[O:36])C. (8) Given the product [CH3:27][O:26][C:14]1[CH:15]=[CH:16][C:17]([N:19]2[CH2:24][C@@H:23]3[CH2:25][C@H:20]2[CH2:21][O:22]3)=[CH:18][C:13]=1[NH:12][C:10]([NH2:9])=[S:11], predict the reactants needed to synthesize it. The reactants are: C([NH:9][C:10]([NH:12][C:13]1[CH:18]=[C:17]([N:19]2[CH2:24][C@@H:23]3[CH2:25][C@H:20]2[CH2:21][O:22]3)[CH:16]=[CH:15][C:14]=1[O:26][CH3:27])=[S:11])(=O)C1C=CC=CC=1.C[O-].[Na+]. (9) Given the product [CH3:18][C@@H:15]1[NH:10][CH2:11][CH2:12][N:8]([C:6]([O:5][C:1]([CH3:2])([CH3:3])[CH3:4])=[O:7])[CH2:9]1, predict the reactants needed to synthesize it. The reactants are: [C:1]([O:5][C:6]([N:8]1[CH2:12][C:11](=O)[N:10](C)[CH:9]1[C:15]([CH3:18])(C)C)=[O:7])([CH3:4])([CH3:3])[CH3:2].C[C@H]1CNCCN1.C(N(CC)CC)C. (10) Given the product [CH3:13][O:14][CH2:15][O:16][CH2:17][CH2:18][CH2:19][CH2:20][CH2:21][CH2:22][CH2:23][CH2:24][CH2:25][CH2:26][Si:3]([O:6][CH3:7])([O:4][CH3:5])[O:2][CH3:1], predict the reactants needed to synthesize it. The reactants are: [CH3:1][O:2][SiH:3]([O:6][CH3:7])[O:4][CH3:5].C(O)(=O)C.[Cl-].[CH3:13][O:14][CH2:15][O:16][CH2:17][CH2:18][CH2:19][CH2:20][CH2:21][CH2:22][CH2:23][CH2:24][CH:25]=[CH2:26].